Dataset: NCI-60 drug combinations with 297,098 pairs across 59 cell lines. Task: Regression. Given two drug SMILES strings and cell line genomic features, predict the synergy score measuring deviation from expected non-interaction effect. Drug 1: CC12CCC3C(C1CCC2=O)CC(=C)C4=CC(=O)C=CC34C. Drug 2: CCC1=C2CN3C(=CC4=C(C3=O)COC(=O)C4(CC)O)C2=NC5=C1C=C(C=C5)O. Cell line: MDA-MB-231. Synergy scores: CSS=55.2, Synergy_ZIP=-5.42, Synergy_Bliss=-6.03, Synergy_Loewe=-5.10, Synergy_HSA=-4.45.